Dataset: Peptide-MHC class I binding affinity with 185,985 pairs from IEDB/IMGT. Task: Regression. Given a peptide amino acid sequence and an MHC pseudo amino acid sequence, predict their binding affinity value. This is MHC class I binding data. (1) The peptide sequence is YMTLQAVTF. The MHC is HLA-B44:02 with pseudo-sequence HLA-B44:02. The binding affinity (normalized) is 0.0847. (2) The peptide sequence is GLIACLIFV. The MHC is HLA-A02:01 with pseudo-sequence HLA-A02:01. The binding affinity (normalized) is 0.812. (3) The peptide sequence is EEQTDPKTL. The MHC is HLA-A01:01 with pseudo-sequence HLA-A01:01. The binding affinity (normalized) is 0.0847. (4) The peptide sequence is NMSCDDVV. The MHC is H-2-Db with pseudo-sequence H-2-Db. The binding affinity (normalized) is 0. (5) The peptide sequence is YEAVVPLVY. The MHC is HLA-B57:01 with pseudo-sequence HLA-B57:01. The binding affinity (normalized) is 0.0415.